From a dataset of Drug-target binding data from BindingDB using IC50 measurements. Regression. Given a target protein amino acid sequence and a drug SMILES string, predict the binding affinity score between them. We predict pIC50 (pIC50 = -log10(IC50 in M); higher means more potent). Dataset: bindingdb_ic50. (1) The small molecule is c1ccc(CN2CCN(Cc3nnc(-c4ccccc4)o3)CC2)cc1. The target protein (P10632) has sequence MEPFVVLVLCLSFMLLFSLWRQSCRRRKLPPGPTPLPIIGNMLQIDVKDICKSFTNFSKVYGPVFTVYFGMNPIVVFHGYEAVKEALIDNGEEFSGRGNSPISQRITKGLGIISSNGKRWKEIRRFSLTTLRNFGMGKRSIEDRVQEEAHCLVEELRKTKASPCDPTFILGCAPCNVICSVVFQKRFDYKDQNFLTLMKRFNENFRILNSPWIQVCNNFPLLIDCFPGTHNKVLKNVALTRSYIREKVKEHQASLDVNNPRDFIDCFLIKMEQEKDNQKSEFNIENLVGTVADLFVAGTETTSTTLRYGLLLLLKHPEVTAKVQEEIDHVIGRHRSPCMQDRSHMPYTDAVVHEIQRYSDLVPTGVPHAVTTDTKFRNYLIPKGTTIMALLTSVLHDDKEFPNPNIFDPGHFLDKNGNFKKSDYFMPFSAGKRICAGEGLARMELFLFLTTILQNFNLKSVDDLKNLNTTAVTKGIVSLPPSYQICFIPV. The pIC50 is 4.7. (2) The compound is CC1(COC(=O)[C@@H]2CC[C@@H]3CN2C(=O)N3OS(=O)(=O)O)CCNCC1. The target protein sequence is ATALTNLVAEPFAKLEQDFGGSIGVYAMDTGSGATVSYRAEERFPLCSSFKGFLAAAVLARSQQQAGLLDTPIRYGKNALVPWSPISEKYLTTGMTVAELSAAAVQYSDNAAANLLLKELGGPAGLTAFMRSIGDTTFRLDRWELELNSAIPGDARDTSSPRAVTESLQKLTLGSALAAPQRQQFVDWLKGNTTGNHRIRAAVPADWAVGDKTGTCGVYGTANDYAVVWPTGRAPIVLAVYTRAPNKDDKYSEAVIAAAA. The pIC50 is 8.1. (3) The small molecule is C[C@H](CCC(=O)N[C@@H](Cc1c[nH]c2ccccc12)C(=O)O)[C@H]1CC[C@H]2[C@@H]3CC[C@@H]4C[C@H](O)CC[C@]4(C)[C@H]3CC[C@@]21C. The pIC50 is 5.6. The target protein (P29320) has sequence MDCQLSILLLLSCSVLDSFGELIPQPSNEVNLLDSKTIQGELGWISYPSHGWEEISGVDEHYTPIRTYQVCNVMDHSQNNWLRTNWVPRNSAQKIYVELKFTLRDCNSIPLVLGTCKETFNLYYMESDDDHGVKFREHQFTKIDTIAADESFTQMDLGDRILKLNTEIREVGPVNKKGFYLAFQDVGACVALVSVRVYFKKCPFTVKNLAMFPDTVPMDSQSLVEVRGSCVNNSKEEDPPRMYCSTEGEWLVPIGKCSCNAGYEERGFMCQACRPGFYKALDGNMKCAKCPPHSSTQEDGSMNCRCENNYFRADKDPPSMACTRPPSSPRNVISNINETSVILDWSWPLDTGGRKDVTFNIICKKCGWNIKQCEPCSPNVRFLPRQFGLTNTTVTVTDLLAHTNYTFEIDAVNGVSELSSPPRQFAAVSITTNQAAPSPVLTIKKDRTSRNSISLSWQEPEHPNGIILDYEVKYYEKQEQETSYTILRARGTNVTISSLK.... (4) The pIC50 is 4.3. The target protein (P15273) has sequence MNLSLSDLHRQVSRLVQQESGDCTGKLRGNVAANKETTFQGLTIASGARESEKVFAQTVLSHVANIVLTQEDTAKLLQSTVKHNLNNYELRSVGNGNSVLVSLRSDQMTLQDAKVLLEAALRQESGARGHVSSHSHSVLHAPGTPVREGLRSHLDPRTPPLPPRERPHTSGHHGAGEARATAPSTVSPYGPEARAELSSRLTTLRNTLAPATNDPRYLQACGGEKLNRFRDIQCCRQTAVRADLNANYIQVGNTRTIACQYPLQSQLESHFRMLAENRTPVLAVLASSSEIANQRFGMPDYFRQSGTYGSITVESKMTQQVGLGDGIMADMYTLTIREAGQKTISVPVVHVGNWPDQTAVSSEVTKALASLVDQTAETKRNMYESKGSSAVADDSKLRPVIHCRAGVGRTAQLIGAMCMNDSRNSQLSVEDMVSQMRVQRNGIMVQKDEQLDVLIKLAEGQGRPLLNS. The drug is Cc1cc(C)nc(SCC(=O)Oc2ccc3oc(=O)cc(C)c3c2)n1. (5) The compound is N#Cc1ccc(N2C[C@@H](COc3cc(F)c(F)cc3F)O[C@@H]2C(F)(F)F)cc1C(F)(F)F. The target protein sequence is MEVQLGLGRVYPRPPSKTYRGAFQNLFQSVREVIQNPGPRHPEAASAAPPGASLQQQQQQQQQQQQQQETSPRQQQKQGEDGSPQAHRRGPTGYLVLDEEQQPSQPQSAPECHPERGCVPEPGAAVAAGKGLPQQLPAPPDEDDSAAPSTLSLLGPTFPGLSSCSADLKDILSEASTMQLLQQQQQEAVSEGSSNGRAREASGAPTSSKDNYLGGTSTISDSAKELCKAVSVSMGLGVEALEHLSPGEQLRGDCMYAPVLGVPPGVRPIPCAPLAECKGSLLDDSAGKSTEDTVEYSPFKGGYTKGLEGESLGCSGSAAAGSSGTLELPSTLSLYKSGALDEAAAYQSRDYYNFPLALAGPPPPPPPPHPHARIKLENPLDYGSAWAAAAAQCRYGDLASLHGAGAAGPGSGSPSAAASSSWHTLFTAEEGQLYGPCGGGGGGGGGGGGGGAGEAGAVAPYGYTRPPQGLAGQEGDFTAPDVWYPGGMVSRVPYPSPTCV.... The pIC50 is 7.8. (6) The target protein (P38605) has sequence MWKLKIAEGGSPWLRTTNNHVGRQFWEFDPNLGTPEDLAAVEEARKSFSDNRFVQKHSADLLMRLQFSRENLISPVLPQVKIEDTDDVTEEMVETTLKRGLDFYSTIQAHDGHWPGDYGGPMFLLPGLIITLSITGALNTVLSEQHKQEMRRYLYNHQNEDGGWGLHIEGPSTMFGSVLNYVTLRLLGEGPNDGDGDMEKGRDWILNHGGATNITSWGKMWLSVLGAFEWSGNNPLPPEIWLLPYFLPIHPGRMWCHCRMVYLPMSYLYGKRFVGPITSTVLSLRKELFTVPYHEVNWNEARNLCAKEDLYYPHPLVQDILWASLHKIVEPVLMRWPGANLREKAIRTAIEHIHYEDENTRYICIGPVNKVLNMLCCWVEDPNSEAFKLHLPRIHDFLWLAEDGMKMQGYNGSQLWDTGFAIQAILATNLVEEYGPVLEKAHSFVKNSQVLEDCPGDLNYWYRHISKGAWPFSTADHGWPISDCTAEGLKAALLLSKVPK.... The pIC50 is 5.8. The drug is CN([C@H]1CC[C@H](CCCCCN(CCO)CCO)CC1)S(=O)(=O)c1ccc(C(F)(F)F)cc1. (7) The small molecule is Cc1nc2ccc(C3=C(c4ccc(O[C@H]5CCN(CCCF)C5)cc4)c4ccc(O)cc4CCC3)cc2o1. The target protein sequence is MTMTLHTKASGMALLHQIQGNELEPLNRPQLKIPLERPLGEVYLDSSKPAVYNYPEGAAYEFNAAAAANAQVYGQTGLPYGPGSEAAAFGSNGLGGFPPLNSVSPSPLMLLHPPPQLSPFLQPHGQQVPYYLENEPSGYTVREAGPPAFYRPNSDNRRQGGRERLASTNDKGSMAMESAKETRYCAVCNDYASGYHYGVWSCEGCKAFFKRSIQGHNDYMCPATNQCTIDKNRRKSCQACRLRKCYEVGMMKGGIRKDRRGGRMLKHKRQRDDGEGRGEVGSAGDMRAANLWPSPLMIKRSKKNSLALSLTADQMVSALLDAEPPILYSEYDPTRPFSEASMMGLLTNLADRELVHMINWAKRVPGFVDLTLHDQVHLLECAWLEILMIGLVWRSMEHPGKLLFAPNLLLDRNQGKCVEGMVEIFDMLLATSSRFRMMNLQGEEFVCLKSIILLNSGVYTFLSSTLKSLEEKDHIHRVLDKITDTLIHLMAKAGLTLQQQ.... The pIC50 is 6.0.